From a dataset of Full USPTO retrosynthesis dataset with 1.9M reactions from patents (1976-2016). Predict the reactants needed to synthesize the given product. Given the product [CH2:2]([C:4]1[S:24][C:7]2[N:8]=[C:9]([S:18][CH2:19][C:20]([O:22][CH3:23])=[O:21])[N:10]=[C:11]([N:12]3[CH2:17][CH2:16][N:15]([C:44]([C:34]4[C:43]5[C:38](=[CH:39][CH:40]=[CH:41][CH:42]=5)[CH:37]=[CH:36][CH:35]=4)=[O:45])[CH2:14][CH2:13]3)[C:6]=2[CH:5]=1)[CH3:3], predict the reactants needed to synthesize it. The reactants are: Cl.[CH2:2]([C:4]1[S:24][C:7]2[N:8]=[C:9]([S:18][CH2:19][C:20]([O:22][CH3:23])=[O:21])[N:10]=[C:11]([N:12]3[CH2:17][CH2:16][NH:15][CH2:14][CH2:13]3)[C:6]=2[CH:5]=1)[CH3:3].C(N(C(C)C)CC)(C)C.[C:34]1([C:44](Cl)=[O:45])[C:43]2[C:38](=[CH:39][CH:40]=[CH:41][CH:42]=2)[CH:37]=[CH:36][CH:35]=1.